This data is from Full USPTO retrosynthesis dataset with 1.9M reactions from patents (1976-2016). The task is: Predict the reactants needed to synthesize the given product. (1) The reactants are: C[N:2](C)/[CH:3]=[CH:4]/[C:5]([C:7]1[C:12](=[O:13])[CH:11]=[CH:10][N:9]([C:14]2[CH:19]=[CH:18][CH:17]=[C:16]([O:20][C:21]([F:24])([F:23])[F:22])[CH:15]=2)[N:8]=1)=O.[F:26][C:27]1[CH:32]=[C:31]([F:33])[CH:30]=[CH:29][C:28]=1[NH:34]N. Given the product [F:26][C:27]1[CH:32]=[C:31]([F:33])[CH:30]=[CH:29][C:28]=1[N:34]1[C:5]([C:7]2[C:12](=[O:13])[CH:11]=[CH:10][N:9]([C:14]3[CH:19]=[CH:18][CH:17]=[C:16]([O:20][C:21]([F:24])([F:23])[F:22])[CH:15]=3)[N:8]=2)=[CH:4][CH:3]=[N:2]1, predict the reactants needed to synthesize it. (2) Given the product [C:21]([NH:20][CH:14]1[CH2:15][CH2:16][CH2:17][CH2:18][CH2:19]1)([NH:22][CH:23]1[CH2:28][CH2:27][CH2:26][CH2:25][CH2:24]1)=[O:5], predict the reactants needed to synthesize it. The reactants are: N(C(OC(C)(C)C)=O)[C@H](C(O)=[O:5])C.[CH:14]1([N:20]=[C:21]=[N:22][CH:23]2[CH2:28][CH2:27][CH2:26][CH2:25][CH2:24]2)[CH2:19][CH2:18][CH2:17][CH2:16][CH2:15]1.